This data is from Peptide-MHC class I binding affinity with 185,985 pairs from IEDB/IMGT. The task is: Regression. Given a peptide amino acid sequence and an MHC pseudo amino acid sequence, predict their binding affinity value. This is MHC class I binding data. The peptide sequence is NMLNIMNRR. The MHC is HLA-A31:01 with pseudo-sequence HLA-A31:01. The binding affinity (normalized) is 0.206.